This data is from Reaction yield outcomes from USPTO patents with 853,638 reactions. The task is: Predict the reaction yield, written as a fraction of the theoretical maximum amount of product (1.0 means a 100% yield; for example, 0.34 means a 34% yield). (1) The reactants are [Br:1][C:2]1[N:7]=[C:6]2[S:8][C:9]([CH2:11]Br)=[N:10][C:5]2=[CH:4][CH:3]=1.[F:13][C:14]1[C:22]([OH:23])=[CH:21][CH:20]=[C:19]([F:24])[C:15]=1[C:16]([NH2:18])=[O:17].C(=O)([O-])[O-].[K+].[K+]. The catalyst is CN(C=O)C. The product is [Br:1][C:2]1[N:7]=[C:6]2[S:8][C:9]([CH2:11][O:23][C:22]3[C:14]([F:13])=[C:15]([C:19]([F:24])=[CH:20][CH:21]=3)[C:16]([NH2:18])=[O:17])=[N:10][C:5]2=[CH:4][CH:3]=1. The yield is 0.690. (2) The reactants are [CH3:1][C:2]1[CH:7]=[CH:6][C:5]([S:8]([O:11][CH2:12][CH:13]2[CH2:17][C:16]3[CH:18]=[CH:19][CH:20]=[C:21](Br)[C:15]=3[O:14]2)(=[O:10])=[O:9])=[CH:4][CH:3]=1.[CH3:23][O:24][C:25]1[CH:30]=[C:29]([O:31][CH3:32])[CH:28]=[CH:27][C:26]=1B(O)O.C(=O)([O-])[O-].[K+].[K+].CC1C=CC(S(OCC2CC3C(C4C=CC=CC=4)=CC=CC=3O2)(=O)=O)=CC=1. The catalyst is CC1C=CC=CC=1[P](C1C=CC=CC=1C)([Pd](Cl)(Cl)[P](C1=C(C)C=CC=C1)(C1C=CC=CC=1C)C1C=CC=CC=1C)C1C=CC=CC=1C. The product is [CH3:1][C:2]1[CH:7]=[CH:6][C:5]([S:8]([O:11][CH2:12][CH:13]2[CH2:17][C:16]3[CH:18]=[CH:19][CH:20]=[C:21]([C:28]4[CH:27]=[CH:26][C:25]([O:24][CH3:23])=[CH:30][C:29]=4[O:31][CH3:32])[C:15]=3[O:14]2)(=[O:10])=[O:9])=[CH:4][CH:3]=1. The yield is 0.570. (3) The reactants are [Si:1]([O:8][C:9]1[CH:14]=[CH:13][C:12]([C:15]2[N:16]=[C:17]([C:22]3[CH:27]=[CH:26][C:25]([N+:28]([O-:30])=[O:29])=[CH:24][CH:23]=3)[C:18]([NH2:21])=[N:19][CH:20]=2)=[CH:11][CH:10]=1)([C:4]([CH3:7])([CH3:6])[CH3:5])([CH3:3])[CH3:2].[Si:31]([O:38][C:39]1[CH:44]=[CH:43][C:42]([CH2:45][C:46](Cl)=[O:47])=[CH:41][CH:40]=1)([C:34]([CH3:37])([CH3:36])[CH3:35])([CH3:33])[CH3:32].O. The catalyst is CN(C)C1C=CN=CC=1.N1C=CC=CC=1. The product is [Si:31]([O:38][C:39]1[CH:40]=[CH:41][C:42]([CH2:45][C:46]([NH:21][C:18]2[C:17]([C:22]3[CH:23]=[CH:24][C:25]([N+:28]([O-:30])=[O:29])=[CH:26][CH:27]=3)=[N:16][C:15]([C:12]3[CH:11]=[CH:10][C:9]([O:8][Si:1]([C:4]([CH3:7])([CH3:5])[CH3:6])([CH3:3])[CH3:2])=[CH:14][CH:13]=3)=[CH:20][N:19]=2)=[O:47])=[CH:43][CH:44]=1)([C:34]([CH3:37])([CH3:36])[CH3:35])([CH3:33])[CH3:32]. The yield is 0.481. (4) The reactants are [CH3:1][O:2][C:3]([C@@H:5]1[CH2:9][CH2:8][CH2:7][C@H:6]1[CH2:10][OH:11])=[O:4].C1C=CC(P(C2C=CC=CC=2)C2C=CC=CC=2)=CC=1.[Cl:31][C:32]1[CH:37]=[CH:36][C:35]([N:38]([C@H:42]2[C:51]3[C:46](=[CH:47][CH:48]=[CH:49][CH:50]=3)[N:45]([C:52](=[O:60])[C:53]3[CH:58]=[CH:57][C:56](O)=[CH:55][CH:54]=3)[C@@H:44]([CH3:61])[CH2:43]2)[C:39](=[O:41])[CH3:40])=[CH:34][CH:33]=1.CCOC(/N=N/C(OCC)=O)=O. The catalyst is C1(C)C=CC=CC=1. The product is [C:39]([N:38]([C:35]1[CH:34]=[CH:33][C:32]([Cl:31])=[CH:37][CH:36]=1)[C@H:42]1[C:51]2[C:46](=[CH:47][CH:48]=[CH:49][CH:50]=2)[N:45]([C:52]([C:53]2[CH:58]=[CH:57][C:56]([O:11][CH2:10][CH:6]3[CH2:7][CH2:8][CH2:9][CH:5]3[C:3]([O:2][CH3:1])=[O:4])=[CH:55][CH:54]=2)=[O:60])[C@@H:44]([CH3:61])[CH2:43]1)(=[O:41])[CH3:40]. The yield is 0.900. (5) The reactants are [Br-:1].[Br-].[Br-].C([N+](C)(C)C)C1C=CC=CC=1.C([N+](C)(C)C)C1C=CC=CC=1.C([N+](C)(C)C)C1C=CC=CC=1.[CH3:37][C:38]1[CH:39]=[C:40]([NH:45][C:46](=[O:48])[CH3:47])[CH:41]=[C:42]([CH3:44])[CH:43]=1. The catalyst is C(Cl)Cl.CO. The product is [Br:1][C:43]1[C:42]([CH3:44])=[CH:41][C:40]([NH:45][C:46](=[O:48])[CH3:47])=[CH:39][C:38]=1[CH3:37]. The yield is 0.900. (6) The reactants are Cl[C:2]1[CH:11]=[N:10][C:9]2[C:4](=[C:5]([CH3:13])[C:6]([F:12])=[CH:7][CH:8]=2)[N:3]=1.[CH3:14][O-:15].[Na+]. The catalyst is CO. The product is [F:12][C:6]1[C:5]([CH3:13])=[C:4]2[C:9]([N:10]=[CH:11][C:2]([O:15][CH3:14])=[N:3]2)=[CH:8][CH:7]=1. The yield is 0.960. (7) The product is [CH:16]1[C:13]2=[C:12]3[C:7](=[CH:8][CH:9]=[C:22]2[NH:14][CH:15]=1)[C:6](=[O:36])[NH:1][CH:10]=[CH:11]3. The yield is 0.960. No catalyst specified. The reactants are [N:1]([CH2:10][CH2:11][CH2:12][CH3:13])([CH2:6][CH2:7][CH2:8][CH3:9])CCCC.[NH:14]1[C:22]2C(=C(C=CC(N=[N+]=[N-])=O)C=CC=2)[CH:16]=[CH:15]1.CCCCCC.[O:36](C1C=CC=CC=1)C1C=CC=CC=1. (8) The reactants are [CH3:1][C@H:2]1[C:6](=[O:7])[N:5]([C:8]([O:10][C:11]([CH3:14])([CH3:13])[CH3:12])=[O:9])[C@H:4]([C:15](OC)=[O:16])[CH2:3]1.[Li+].[BH4-].CCO. The catalyst is C1COCC1. The product is [OH:7][CH2:6][C@H:2]([CH3:1])[CH2:3][C@H:4]([NH:5][C:8](=[O:9])[O:10][C:11]([CH3:13])([CH3:12])[CH3:14])[CH2:15][OH:16]. The yield is 0.450. (9) The reactants are [CH3:1][O:2][C:3]1[CH:4]=[C:5]2[C:10](=[CH:11][C:12]=1[O:13][CH3:14])[N:9]=[CH:8][CH:7]=[C:6]2[O:15][C:16]1[CH:26]=[CH:25][C:24]([O:27][CH3:28])=[CH:23][C:17]=1[C:18]([O:20]CC)=[O:19].[OH-].[Li+].C(O)C. The catalyst is O. The product is [CH3:1][O:2][C:3]1[CH:4]=[C:5]2[C:10](=[CH:11][C:12]=1[O:13][CH3:14])[N:9]=[CH:8][CH:7]=[C:6]2[O:15][C:16]1[CH:26]=[CH:25][C:24]([O:27][CH3:28])=[CH:23][C:17]=1[C:18]([OH:20])=[O:19]. The yield is 1.00. (10) The reactants are [CH2:1]([N:8]1[C:12]2[CH:13]=[C:14]([F:17])[CH:15]=[CH:16][C:11]=2[N:10]=[C:9]1[C@@H:18]([NH2:20])[CH3:19])[C:2]1[CH:7]=[CH:6][CH:5]=[CH:4][CH:3]=1.[NH2:21][C:22]1[C:27]([C:28]#[N:29])=[C:26](Cl)[N:25]=[CH:24][N:23]=1.CCN(C(C)C)C(C)C. The catalyst is CC(O)C. The product is [NH2:21][C:22]1[C:27]([C:28]#[N:29])=[C:26]([NH:20][C@H:18]([C:9]2[N:8]([CH2:1][C:2]3[CH:3]=[CH:4][CH:5]=[CH:6][CH:7]=3)[C:12]3[CH:13]=[C:14]([F:17])[CH:15]=[CH:16][C:11]=3[N:10]=2)[CH3:19])[N:25]=[CH:24][N:23]=1. The yield is 0.360.